Task: Predict the reactants needed to synthesize the given product.. Dataset: Full USPTO retrosynthesis dataset with 1.9M reactions from patents (1976-2016) (1) The reactants are: C[O:2][C:3]1[C:8]2[C:9]([C:17]3[CH:22]=[CH:21][C:20]([S:23]([NH2:26])(=[O:25])=[O:24])=[CH:19][CH:18]=3)=[CH:10][N:11]([CH:12]3[CH2:16][CH2:15][O:14][CH2:13]3)[C:7]=2[CH:6]=[CH:5][N:4]=1.[I-].[Na+].Cl[Si](C)(C)C.C(=O)([O-])O.[Na+]. Given the product [O:2]=[C:3]1[C:8]2[C:9]([C:17]3[CH:18]=[CH:19][C:20]([S:23]([NH2:26])(=[O:25])=[O:24])=[CH:21][CH:22]=3)=[CH:10][N:11]([CH:12]3[CH2:16][CH2:15][O:14][CH2:13]3)[C:7]=2[CH:6]=[CH:5][NH:4]1, predict the reactants needed to synthesize it. (2) Given the product [CH3:21][C:18]1[N:14]2[C:15](=[O:17])[C:16]3[NH:8][C:9]([C:27]4[CH:28]=[N:29][N:30]([CH3:32])[CH:31]=4)=[N:10][C:11]=3[N:12]([CH2:22][CH2:23][CH2:24][CH2:25][CH3:26])[C:13]2=[N:20][N:19]=1, predict the reactants needed to synthesize it. The reactants are: COC1C=CC(C[N:8]2[C:16]3[C:15](=[O:17])[N:14]4[C:18]([CH3:21])=[N:19][N:20]=[C:13]4[N:12]([CH2:22][CH2:23][CH2:24][CH2:25][CH3:26])[C:11]=3[N:10]=[C:9]2[C:27]2[CH:28]=[N:29][N:30]([CH3:32])[CH:31]=2)=CC=1. (3) Given the product [CH3:1][O:2][C:3](=[O:22])[CH2:4][CH2:5][CH2:6][CH2:7][CH2:8][CH2:9][N:10]([CH2:11][C:12]1[CH:17]=[CH:16][C:15]([CH2:18][CH2:19][CH2:20][CH3:21])=[CH:14][CH:13]=1)[S:39]([C:35]1[CH:34]=[N:33][CH:38]=[CH:37][CH:36]=1)(=[O:41])=[O:40], predict the reactants needed to synthesize it. The reactants are: [CH3:1][O:2][C:3](=[O:22])[CH2:4][CH2:5][CH2:6][CH2:7][CH2:8][CH2:9][NH:10][CH2:11][C:12]1[CH:17]=[CH:16][C:15]([CH2:18][CH2:19][CH2:20][CH3:21])=[CH:14][CH:13]=1.C(N(CC)C(C)C)(C)C.Cl.[N:33]1[CH:38]=[CH:37][CH:36]=[C:35]([S:39](Cl)(=[O:41])=[O:40])[CH:34]=1. (4) Given the product [CH3:1][C:2]1[CH:7]=[CH:6][N:5]=[C:4]([C:8]2[CH:13]=[C:12]([C:14]([OH:16])=[O:15])[CH:11]=[CH:10][N:9]=2)[CH:3]=1, predict the reactants needed to synthesize it. The reactants are: [CH3:1][C:2]1[CH:7]=[CH:6][N:5]=[C:4]([C:8]2[CH:13]=[C:12]([CH:14]=[O:15])[CH:11]=[CH:10][N:9]=2)[CH:3]=1.[OH-:16].[Na+]. (5) Given the product [N+:38]([C:41]1[CH:46]=[C:45]([C:2]2[N:3]=[C:4]3[C:10]4[CH:11]=[CH:12][CH:13]=[CH:14][C:9]=4[NH:8][C:7]4[N:15]=[CH:16][CH:17]=[CH:18][C:6]=4[N:5]3[C:19]=2[C:20]2[CH:25]=[CH:24][C:23]([C:26]3([NH:30][C:31](=[O:37])[O:32][C:33]([CH3:35])([CH3:34])[CH3:36])[CH2:27][CH2:28][CH2:29]3)=[CH:22][CH:21]=2)[CH:44]=[CH:43][CH:42]=1)([O-:40])=[O:39], predict the reactants needed to synthesize it. The reactants are: Cl[C:2]1[N:3]=[C:4]2[C:10]3[CH:11]=[CH:12][CH:13]=[CH:14][C:9]=3[NH:8][C:7]3[N:15]=[CH:16][CH:17]=[CH:18][C:6]=3[N:5]2[C:19]=1[C:20]1[CH:25]=[CH:24][C:23]([C:26]2([NH:30][C:31](=[O:37])[O:32][C:33]([CH3:36])([CH3:35])[CH3:34])[CH2:29][CH2:28][CH2:27]2)=[CH:22][CH:21]=1.[N+:38]([C:41]1[CH:42]=[C:43](B2OC(C)(C)C(C)(C)O2)[CH:44]=[CH:45][CH:46]=1)([O-:40])=[O:39].C([O-])([O-])=O.[Na+].[Na+]. (6) Given the product [CH3:1][C:2]1[CH:7]=[C:6]([S:8][CH2:9][CH2:10][CH:11]([C:16]2[S:17][C:18]3[CH:24]=[CH:23][C:22]([C:25]([F:27])([F:28])[F:26])=[CH:21][C:19]=3[CH:20]=2)[CH2:12][CH2:13][CH2:14][CH3:15])[CH:5]=[CH:4][C:3]=1[O:29][CH2:30][C:31]([OH:33])=[O:32], predict the reactants needed to synthesize it. The reactants are: [CH3:1][C:2]1[CH:7]=[C:6]([S:8][CH2:9][CH2:10][CH:11]([C:16]2[S:17][C:18]3[CH:24]=[CH:23][C:22]([C:25]([F:28])([F:27])[F:26])=[CH:21][C:19]=3[CH:20]=2)[CH2:12][CH2:13][CH2:14][CH3:15])[CH:5]=[CH:4][C:3]=1[O:29][CH2:30][C:31]([O:33]CC)=[O:32].[OH-].[Na+]. (7) Given the product [OH:1][C@@H:2]1[CH2:6][CH2:5][N:4]([C:7]2[CH:26]=[CH:25][C:10]([C:11]([NH:13][C:14]3[CH:15]=[CH:16][C:17]([O:20][C:21]([F:22])([F:23])[F:24])=[CH:18][CH:19]=3)=[O:12])=[CH:9][C:8]=2[C:27]2[NH:31][N:30]=[CH:29][CH:28]=2)[CH2:3]1, predict the reactants needed to synthesize it. The reactants are: [OH:1][C@@H:2]1[CH2:6][CH2:5][N:4]([C:7]2[CH:26]=[CH:25][C:10]([C:11]([NH:13][C:14]3[CH:19]=[CH:18][C:17]([O:20][C:21]([F:24])([F:23])[F:22])=[CH:16][CH:15]=3)=[O:12])=[CH:9][C:8]=2[C:27]2[N:31](COCC[Si](C)(C)C)[N:30]=[CH:29][CH:28]=2)[CH2:3]1.CCCC[N+](CCCC)(CCCC)CCCC.[F-].C1COCC1.